Dataset: Forward reaction prediction with 1.9M reactions from USPTO patents (1976-2016). Task: Predict the product of the given reaction. (1) The product is: [CH3:12][S:11][C:9]1[S:8][C:7]([C:13]([OH:15])=[O:14])=[C:6]2[CH2:5][CH2:4][C:3]3[CH:18]=[C:7]([C:6]4[CH:10]=[CH:2][CH:3]=[CH:4][CH:5]=4)[S:8][C:2]=3[C:10]=12. Given the reactants Cl[C:2]1[C:10]2[C:6](=[C:7]([C:13]([O:15]CC)=[O:14])[S:8][C:9]=2[S:11][CH3:12])[CH2:5][CH2:4][C:3]=1[CH:18]=O.C(=O)([O-])[O-].[K+].[K+].CN(C)C=O.[OH-].[Na+], predict the reaction product. (2) Given the reactants [CH2:1]([O:8][C:9]1[C:14](=[O:15])[N:13]2[CH:16]=[CH:17][N:18]([CH3:19])[C:12]2=[N:11][C:10]=1[C:20](O)=[O:21])[C:2]1[CH:7]=[CH:6][CH:5]=[CH:4][CH:3]=1.Cl.[NH2:24][CH2:25][C:26](=[O:36])[CH2:27][C:28]1[CH:33]=[CH:32][C:31]([Cl:34])=[C:30]([Cl:35])[CH:29]=1, predict the reaction product. The product is: [Cl:35][C:30]1[CH:29]=[C:28]([CH2:27][C:26](=[O:36])[CH2:25][NH:24][C:20]([C:10]2[N:11]=[C:12]3[N:18]([CH3:19])[CH:17]=[CH:16][N:13]3[C:14](=[O:15])[C:9]=2[O:8][CH2:1][C:2]2[CH:3]=[CH:4][CH:5]=[CH:6][CH:7]=2)=[O:21])[CH:33]=[CH:32][C:31]=1[Cl:34]. (3) Given the reactants [CH:1]1[C:14]2[C:5](=[CH:6][C:7]3[C:12]([C:13]=2[C:15]2[CH:16]=[C:17]([CH:20]=[C:21]([Br:23])[CH:22]=2)[CH:18]=[O:19])=[CH:11][CH:10]=[CH:9][CH:8]=3)[CH:4]=[CH:3][CH:2]=1.[NH2:24][C:25]1[CH:30]=[CH:29][CH:28]=[CH:27][C:26]=1O.C([O-])(=O)C.[Pb+4].C([O-])(=O)C.C([O-])(=O)C.C([O-])(=O)C.O, predict the reaction product. The product is: [CH:1]1[C:14]2[C:5](=[CH:6][C:7]3[C:12]([C:13]=2[C:15]2[CH:16]=[C:17]([C:18]4[O:19][C:26]5[CH:27]=[CH:28][CH:29]=[CH:30][C:25]=5[N:24]=4)[CH:20]=[C:21]([Br:23])[CH:22]=2)=[CH:11][CH:10]=[CH:9][CH:8]=3)[CH:4]=[CH:3][CH:2]=1. (4) Given the reactants [CH2:1]([O:4][N:5]=[CH:6][C:7]1[C:15]2[C:10](=[CH:11][CH:12]=[CH:13][CH:14]=2)[N:9]([CH2:16][C:17]2[CH:22]=[CH:21][CH:20]=[CH:19][CH:18]=2)[CH:8]=1)[CH:2]=[CH2:3].B1C2CCCC1CCC2.[OH:32]O.[OH-].[Na+], predict the reaction product. The product is: [OH:32][CH2:3][CH2:2][CH2:1][O:4][N:5]=[CH:6][C:7]1[C:15]2[C:10](=[CH:11][CH:12]=[CH:13][CH:14]=2)[N:9]([CH2:16][C:17]2[CH:22]=[CH:21][CH:20]=[CH:19][CH:18]=2)[CH:8]=1. (5) Given the reactants [NH2:1][C:2]1[C:3]([C:13]([OH:15])=[O:14])=[CH:4][C:5]2[C:10]([C:11]=1[Cl:12])=[CH:9][CH:8]=[CH:7][CH:6]=2.[Br:16]Br, predict the reaction product. The product is: [NH2:1][C:2]1[C:3]([C:13]([OH:15])=[O:14])=[CH:4][C:5]2[C:10]([C:11]=1[Cl:12])=[CH:9][CH:8]=[C:7]([Br:16])[CH:6]=2. (6) Given the reactants [CH2:1]([N:8]1[CH2:13][CH2:12][O:11][CH2:10][C@H:9]1[CH2:14]Cl)[C:2]1[CH:7]=[CH:6][CH:5]=[CH:4][CH:3]=1.[OH-].[Na+].O.[C-]#[N:20].[K+], predict the reaction product. The product is: [CH2:1]([N:8]1[CH2:13][CH2:12][O:11][CH2:10][C@H:9]1[C:14]#[N:20])[C:2]1[CH:7]=[CH:6][CH:5]=[CH:4][CH:3]=1. (7) The product is: [F:41][CH:42]([F:45])[CH2:43][NH:44][S:2]([C:5]1[CH:6]=[C:7]([C:11]([O:13][CH3:14])=[O:12])[N:8]([CH3:10])[CH:9]=1)(=[O:4])=[O:3]. Given the reactants Cl[S:2]([C:5]1[CH:6]=[C:7]([C:11]([O-:13])=[O:12])[N:8]([CH3:10])[CH:9]=1)(=[O:4])=[O:3].[CH3:14]N1C=C(S(=O)(=O)NC2(C)COC2)C=C1C(O)=O.C(N(C(C)C)CC)(C)C.[F:41][CH:42]([F:45])[CH2:43][NH2:44], predict the reaction product. (8) Given the reactants Br[C:2]1[S:3][C:4]([C:7]2[CH:8]=[N:9][N:10]3[CH:15]=[CH:14][C:13]([N:16]4[CH2:20][CH2:19][CH2:18][C@@H:17]4[C:21]4[CH:26]=[C:25]([F:27])[CH:24]=[CH:23][C:22]=4[F:28])=[N:12][C:11]=23)=[N:5][N:6]=1.[NH:29]1[CH2:34][CH2:33][NH:32][CH2:31][CH2:30]1.CCN(C(C)C)C(C)C.O, predict the reaction product. The product is: [F:28][C:22]1[CH:23]=[CH:24][C:25]([F:27])=[CH:26][C:21]=1[C@H:17]1[CH2:18][CH2:19][CH2:20][N:16]1[C:13]1[CH:14]=[CH:15][N:10]2[N:9]=[CH:8][C:7]([C:4]3[S:3][C:2]([N:29]4[CH2:34][CH2:33][NH:32][CH2:31][CH2:30]4)=[N:6][N:5]=3)=[C:11]2[N:12]=1.